Dataset: Catalyst prediction with 721,799 reactions and 888 catalyst types from USPTO. Task: Predict which catalyst facilitates the given reaction. (1) Reactant: [Cl:1][C:2]1[CH:3]=[C:4]([C@H:9]([NH:14][C:15](=[O:21])[O:16][C:17]([CH3:20])([CH3:19])[CH3:18])[CH2:10][CH2:11][S:12][CH3:13])[CH:5]=[CH:6][C:7]=1[Cl:8].C1C=C(Cl)C=C(C(OO)=[O:30])C=1.[OH-:33].[Na+]. Product: [Cl:1][C:2]1[CH:3]=[C:4]([C@H:9]([NH:14][C:15](=[O:21])[O:16][C:17]([CH3:18])([CH3:20])[CH3:19])[CH2:10][CH2:11][S:12]([CH3:13])(=[O:30])=[O:33])[CH:5]=[CH:6][C:7]=1[Cl:8]. The catalyst class is: 2. (2) Reactant: [F:1][C:2]([F:25])([F:24])[O:3][C:4]1[CH:23]=[CH:22][C:7]([O:8][CH:9]2[CH2:14][CH2:13][N:12]([C:15]3[CH:20]=[CH:19][C:18]([OH:21])=[CH:17][CH:16]=3)[CH2:11][CH2:10]2)=[CH:6][CH:5]=1.[H-].[Na+].Br[C:29]1[N:30]([CH2:37][C@:38]2([CH3:41])[CH2:40][O:39]2)[CH:31]=[C:32]([N+:34]([O-:36])=[O:35])[N:33]=1. Product: [CH3:40][C@@:38]1([CH2:41][O:21][C:18]2[CH:19]=[CH:20][C:15]([N:12]3[CH2:11][CH2:10][CH:9]([O:8][C:7]4[CH:22]=[CH:23][C:4]([O:3][C:2]([F:1])([F:24])[F:25])=[CH:5][CH:6]=4)[CH2:14][CH2:13]3)=[CH:16][CH:17]=2)[O:39][C:29]2=[N:33][C:32]([N+:34]([O-:36])=[O:35])=[CH:31][N:30]2[CH2:37]1. The catalyst class is: 3.